This data is from Forward reaction prediction with 1.9M reactions from USPTO patents (1976-2016). The task is: Predict the product of the given reaction. Given the reactants [CH3:1][O:2][C:3]1[CH:4]=[C:5]([C:11]2[N:12]=[C:13]([NH:23][CH:24]3[CH2:26][CH2:25]3)[S:14][C:15]=2[C:16]2[CH:21]=[CH:20][N:19]=[C:18](Cl)[N:17]=2)[CH:6]=[C:7]([O:9][CH3:10])[CH:8]=1.[F:27][CH2:28][CH2:29][N:30]1[CH2:34][CH2:33][C@@H:32]([O:35][C:36]2[CH:41]=[CH:40][C:39]([N+:42]([O-])=O)=[CH:38][N:37]=2)[CH2:31]1.CC(O)C.Cl, predict the reaction product. The product is: [CH3:1][O:2][C:3]1[CH:4]=[C:5]([C:11]2[N:12]=[C:13]([NH:23][CH:24]3[CH2:26][CH2:25]3)[S:14][C:15]=2[C:16]2[CH:21]=[CH:20][N:19]=[C:18]([NH:42][C:39]3[CH:38]=[N:37][C:36]([O:35][C@@H:32]4[CH2:33][CH2:34][N:30]([CH2:29][CH2:28][F:27])[CH2:31]4)=[CH:41][CH:40]=3)[N:17]=2)[CH:6]=[C:7]([O:9][CH3:10])[CH:8]=1.